From a dataset of Reaction yield outcomes from USPTO patents with 853,638 reactions. Predict the reaction yield, written as a fraction of the theoretical maximum amount of product (1.0 means a 100% yield; for example, 0.34 means a 34% yield). (1) The reactants are [N+:1]([C:4]1[C:13]2[C:8](=[CH:9][CH:10]=[CH:11][CH:12]=2)[C:7]([O:14][C:15]2[N:20]=[CH:19][N:18]=[C:17]([NH2:21])[CH:16]=2)=[CH:6][CH:5]=1)([O-:3])=[O:2].CN1CCOCC1.[C:29](Cl)(=[O:34])[O:30][C:31]([CH3:33])=[CH2:32]. The catalyst is C1COCC1. The product is [N+:1]([C:4]1[C:13]2[C:8](=[CH:9][CH:10]=[CH:11][CH:12]=2)[C:7]([O:14][C:15]2[N:20]=[CH:19][N:18]=[C:17]([NH:21][C:29](=[O:34])[O:30][C:31]([CH3:33])=[CH2:32])[CH:16]=2)=[CH:6][CH:5]=1)([O-:3])=[O:2]. The yield is 0.870. (2) The reactants are [CH2:1]([Cl:10])[C:2]([C:4]1[CH:9]=[CH:8][CH:7]=[CH:6][CH:5]=1)=[O:3].[OH:11][C:12]1[CH:19]=[CH:18][C:15]([CH:16]=O)=[CH:14][C:13]=1[O:20][CH3:21].OC1C=CC(C2SC(NC(=O)CCCCCCC)=NN=2)=CC=1OC. The catalyst is C(O)C. The product is [Cl:10]/[C:1](=[CH:16]/[C:15]1[CH:18]=[CH:19][C:12]([OH:11])=[C:13]([O:20][CH3:21])[CH:14]=1)/[C:2]([C:4]1[CH:9]=[CH:8][CH:7]=[CH:6][CH:5]=1)=[O:3]. The yield is 0.313. (3) The reactants are [NH2:1][C:2]([CH3:7])([CH2:5][OH:6])[CH2:3][OH:4].[N+:8]([C:11]1[CH:12]=[C:13]([S:17](Cl)(=[O:19])=[O:18])[CH:14]=[CH:15][CH:16]=1)([O-:10])=[O:9].C(N(CC)CC)C.O. The catalyst is O1CCOCC1. The product is [OH:4][CH2:3][C:2]([NH:1][S:17]([C:13]1[CH:14]=[CH:15][CH:16]=[C:11]([N+:8]([O-:10])=[O:9])[CH:12]=1)(=[O:18])=[O:19])([CH2:5][OH:6])[CH3:7]. The yield is 0.250. (4) The catalyst is C1(C)C=CC=CC=1.C1(P(C2C=CC=CC=2)C2C3OC4C(=CC=CC=4P(C4C=CC=CC=4)C4C=CC=CC=4)C(C)(C)C=3C=CC=2)C=CC=CC=1. The product is [C:21]1([C:2]2[N:7]=[C:6]([N:8]3[CH2:13][CH2:12][N:11]([C:14]([O:16][C:17]([CH3:20])([CH3:19])[CH3:18])=[O:15])[CH2:10][CH2:9]3)[CH:5]=[CH:4][N:3]=2)[CH:26]=[CH:25][CH:24]=[CH:23][CH:22]=1. The yield is 0.610. The reactants are Cl[C:2]1[N:7]=[C:6]([N:8]2[CH2:13][CH2:12][N:11]([C:14]([O:16][C:17]([CH3:20])([CH3:19])[CH3:18])=[O:15])[CH2:10][CH2:9]2)[CH:5]=[CH:4][N:3]=1.[C:21]1(B(O)O)[CH:26]=[CH:25][CH:24]=[CH:23][CH:22]=1.P([O-])([O-])([O-])=O.[K+].[K+].[K+]. (5) The reactants are O(S(C(F)(F)F)(=O)=O)S(C(F)(F)F)(=O)=O.[CH2:16]([O:23][N:24]1[C:30](=[O:31])[N:29]2[CH2:32][C@H:25]1[CH2:26][CH2:27][C@H:28]2[C:33]([NH:35][NH:36][C:37](=O)[CH2:38][CH2:39][NH:40][C:41](=[O:47])[O:42][C:43]([CH3:46])([CH3:45])[CH3:44])=[O:34])[C:17]1[CH:22]=[CH:21][CH:20]=[CH:19][CH:18]=1.N1C=CC=CC=1.C([O-])(O)=O.[Na+]. The catalyst is C(Cl)Cl. The product is [CH2:16]([O:23][N:24]1[C:30](=[O:31])[N:29]2[CH2:32][C@H:25]1[CH2:26][CH2:27][C@H:28]2[C:33]1[O:34][C:37]([CH2:38][CH2:39][NH:40][C:41](=[O:47])[O:42][C:43]([CH3:46])([CH3:44])[CH3:45])=[N:36][N:35]=1)[C:17]1[CH:22]=[CH:21][CH:20]=[CH:19][CH:18]=1. The yield is 0.420. (6) The reactants are [Br:1][C:2]1[C:3]([CH:8]=O)=[N:4][CH:5]=[CH:6][CH:7]=1.[CH3:10][NH:11][NH2:12]. The catalyst is C(O)C. The product is [Br:1][C:2]1[C:3]([CH:8]=[N:12][NH:11][CH3:10])=[N:4][CH:5]=[CH:6][CH:7]=1. The yield is 0.990. (7) The reactants are C([N-][CH:5]([CH3:7])[CH3:6])(C)C.[Li+].CN(C)P(N(C)C)(N(C)C)=O.[CH3:20][C:21]1([CH2:26][CH2:27][C:28]([O:30][CH2:31][CH3:32])=[O:29])[O:25][CH2:24][CH2:23][O:22]1.C(I)CC. The catalyst is C1COCC1. The product is [CH3:20][C:21]1([CH2:26][CH:27]([CH2:7][CH2:5][CH3:6])[C:28]([O:30][CH2:31][CH3:32])=[O:29])[O:22][CH2:23][CH2:24][O:25]1. The yield is 0.850.